From a dataset of Peptide-MHC class I binding affinity with 185,985 pairs from IEDB/IMGT. Regression. Given a peptide amino acid sequence and an MHC pseudo amino acid sequence, predict their binding affinity value. This is MHC class I binding data. (1) The peptide sequence is RPVFARLPF. The MHC is HLA-A31:01 with pseudo-sequence HLA-A31:01. The binding affinity (normalized) is 0.339. (2) The peptide sequence is LQPSDTLLF. The MHC is HLA-A02:11 with pseudo-sequence HLA-A02:11. The binding affinity (normalized) is 0.0847.